From a dataset of Full USPTO retrosynthesis dataset with 1.9M reactions from patents (1976-2016). Predict the reactants needed to synthesize the given product. (1) Given the product [CH2:5]([O:6][C:16]([Cl:18])=[O:2])[CH3:4].[NH3:11].[CH3:10][NH2:11], predict the reactants needed to synthesize it. The reactants are: [Li+].[OH-:2].C1C[O:6][CH2:5][CH2:4]1.O.C[CH2:10][N:11](CC)CC.[CH2:16]([Cl:18])Cl. (2) Given the product [F:10][C:11]1[CH:12]=[CH:13][C:14]([C:17]2[N:9]=[C:5]3[CH2:4][CH2:3][CH:2]([CH3:1])[NH:7][C:6]3=[N:8][C:18]=2[C:20]2[CH:21]=[CH:22][C:23]([F:26])=[CH:24][CH:25]=2)=[CH:15][CH:16]=1, predict the reactants needed to synthesize it. The reactants are: [CH3:1][C:2]1[N:7]=[C:6]([NH2:8])[C:5]([NH2:9])=[CH:4][CH:3]=1.[F:10][C:11]1[CH:16]=[CH:15][C:14]([C:17](=O)[C:18]([C:20]2[CH:25]=[CH:24][C:23]([F:26])=[CH:22][CH:21]=2)=O)=[CH:13][CH:12]=1. (3) Given the product [CH:2]([C:3]1[N:4]=[CH:5][N:6]([C:8]2[CH:13]=[CH:12][C:11](/[CH:14]=[CH:15]/[C:16]([NH:18][CH:19]3[C:27]4[C:22](=[CH:23][CH:24]=[CH:25][CH:26]=4)[CH2:21][CH2:20]3)=[O:17])=[CH:10][C:9]=2[O:28][CH3:29])[CH:7]=1)=[O:1], predict the reactants needed to synthesize it. The reactants are: [OH:1][CH2:2][C:3]1[N:4]=[CH:5][N:6]([C:8]2[CH:13]=[CH:12][C:11](/[CH:14]=[CH:15]/[C:16]([NH:18][CH:19]3[C:27]4[C:22](=[CH:23][CH:24]=[CH:25][CH:26]=4)[CH2:21][CH2:20]3)=[O:17])=[CH:10][C:9]=2[O:28][CH3:29])[CH:7]=1. (4) The reactants are: [CH3:1][O:2][C:3](=[O:34])[CH2:4][C:5]1[CH:10]=[CH:9][C:8]([CH2:11][N:12]2[CH:16]=[C:15]([C:17]3[CH:22]=[CH:21][C:20]([Cl:23])=[CH:19][C:18]=3[Cl:24])[N:14]=[C:13]2/[CH:25]=[CH:26]/[C:27]2[CH:32]=[CH:31][C:30](Br)=[CH:29][CH:28]=2)=[CH:7][CH:6]=1.[F:35][C:36]([F:47])([F:46])[C:37]1[CH:38]=[C:39](B(O)O)[CH:40]=[CH:41][CH:42]=1. Given the product [CH3:1][O:2][C:3](=[O:34])[CH2:4][C:5]1[CH:10]=[CH:9][C:8]([CH2:11][N:12]2[CH:16]=[C:15]([C:17]3[CH:22]=[CH:21][C:20]([Cl:23])=[CH:19][C:18]=3[Cl:24])[N:14]=[C:13]2/[CH:25]=[CH:26]/[C:27]2[CH:32]=[CH:31][C:30]([C:41]3[CH:40]=[CH:39][CH:38]=[C:37]([C:36]([F:47])([F:46])[F:35])[CH:42]=3)=[CH:29][CH:28]=2)=[CH:7][CH:6]=1, predict the reactants needed to synthesize it.